Dataset: Reaction yield outcomes from USPTO patents with 853,638 reactions. Task: Predict the reaction yield, written as a fraction of the theoretical maximum amount of product (1.0 means a 100% yield; for example, 0.34 means a 34% yield). (1) The reactants are [Cl:1][C:2]1[CH:7]=[CH:6][C:5]([C:8]2[O:12][N:11]=[CH:10][C:9]=2[CH2:13][CH2:14][C:15]([OH:17])=[O:16])=[CH:4][C:3]=1[F:18].S(=O)(=O)(O)O.[CH3:24]O. No catalyst specified. The product is [Cl:1][C:2]1[CH:7]=[CH:6][C:5]([C:8]2[O:12][N:11]=[CH:10][C:9]=2[CH2:13][CH2:14][C:15]([O:17][CH3:24])=[O:16])=[CH:4][C:3]=1[F:18]. The yield is 0.980. (2) The reactants are [NH2:1][C:2]1[S:3][C:4]2[CH:10]=[C:9]([O:11][C:12]3[CH:13]=[C:14]([NH:20][C:21](=[O:33])[C:22]4[CH:27]=[CH:26][CH:25]=[C:24]([C:28]5([C:31]#[N:32])[CH2:30][CH2:29]5)[CH:23]=4)[CH:15]=[CH:16][C:17]=3[O:18][CH3:19])[CH:8]=[CH:7][C:5]=2[N:6]=1.Cl[CH2:35][C:36](Cl)=[O:37].O.[CH3:40][N:41]1[CH2:46][CH2:45][NH:44][CH2:43][CH2:42]1. The catalyst is CN(C)C=O. The product is [C:31]([C:28]1([C:24]2[CH:23]=[C:22]([CH:27]=[CH:26][CH:25]=2)[C:21]([NH:20][C:14]2[CH:15]=[CH:16][C:17]([O:18][CH3:19])=[C:12]([O:11][C:9]3[CH:8]=[CH:7][C:5]4[N:6]=[C:2]([NH:1][C:36](=[O:37])[CH2:35][N:44]5[CH2:45][CH2:46][N:41]([CH3:40])[CH2:42][CH2:43]5)[S:3][C:4]=4[CH:10]=3)[CH:13]=2)=[O:33])[CH2:30][CH2:29]1)#[N:32]. The yield is 0.390.